From a dataset of Full USPTO retrosynthesis dataset with 1.9M reactions from patents (1976-2016). Predict the reactants needed to synthesize the given product. (1) Given the product [C:10]1([NH:9][C:4]2[C:5]([Br:8])=[CH:6][CH:7]=[CH:2][N:3]=2)[CH:15]=[CH:14][CH:13]=[CH:12][CH:11]=1, predict the reactants needed to synthesize it. The reactants are: Br[C:2]1[CH:7]=[CH:6][C:5]([Br:8])=[CH:4][N:3]=1.[NH2:9][C:10]1[CH:15]=[CH:14][CH:13]=[CH:12][CH:11]=1. (2) Given the product [CH2:1]([O:3][C:4]([C:6]1[C:7]([O:24][C:25](=[O:27])[CH3:26])=[C:8]2[CH:16]=[CH:15][N:14]([CH2:17][C:18]3[CH:19]=[CH:20][CH:21]=[CH:22][CH:23]=3)[C:9]2=[C:10]([C:12]#[N:13])[N:11]=1)=[O:5])[CH3:2], predict the reactants needed to synthesize it. The reactants are: [CH2:1]([O:3][C:4]([C:6]1[C:7]([OH:24])=[C:8]2[CH:16]=[CH:15][N:14]([CH2:17][C:18]3[CH:23]=[CH:22][CH:21]=[CH:20][CH:19]=3)[C:9]2=[C:10]([C:12]#[N:13])[N:11]=1)=[O:5])[CH3:2].[C:25](OC(=O)C)(=[O:27])[CH3:26]. (3) Given the product [Br:25][C:26]1[CH:27]=[CH:28][C:29]([CH3:36])=[C:30]([CH2:32][C:33]([NH:1][C:2]2([C:14]([O:16][CH3:17])=[O:15])[CH2:3][CH2:4][C:5]([O:12][CH3:13])([C:8]([F:11])([F:10])[F:9])[CH2:6][CH2:7]2)=[O:34])[CH:31]=1, predict the reactants needed to synthesize it. The reactants are: [NH2:1][C:2]1([C:14]([O:16][CH3:17])=[O:15])[CH2:7][CH2:6][C:5]([O:12][CH3:13])([C:8]([F:11])([F:10])[F:9])[CH2:4][CH2:3]1.C(N(CC)CC)C.[Br:25][C:26]1[CH:27]=[CH:28][C:29]([CH3:36])=[C:30]([CH2:32][C:33](Cl)=[O:34])[CH:31]=1. (4) Given the product [NH2:16][CH2:15][CH2:14][CH:13]([CH:7]1[CH2:12][CH2:11][CH2:10][CH2:9][CH2:8]1)[OH:17], predict the reactants needed to synthesize it. The reactants are: [H-].[Al+3].[Li+].[H-].[H-].[H-].[CH:7]1([C:13](=[O:17])[CH2:14][C:15]#[N:16])[CH2:12][CH2:11][CH2:10][CH2:9][CH2:8]1. (5) Given the product [F:16][C:17]1[CH:24]=[C:23]([N:10]2[C:11]([CH3:12])=[C:7]([CH2:6][C:5]3[CH:14]=[CH:15][C:2]([F:1])=[CH:3][CH:4]=3)[C:8]([CH3:13])=[N:9]2)[CH:22]=[CH:21][C:18]=1[C:19]#[N:20], predict the reactants needed to synthesize it. The reactants are: [F:1][C:2]1[CH:15]=[CH:14][C:5]([CH2:6][C:7]2[C:8]([CH3:13])=[N:9][NH:10][C:11]=2[CH3:12])=[CH:4][CH:3]=1.[F:16][C:17]1[CH:24]=[C:23](F)[CH:22]=[CH:21][C:18]=1[C:19]#[N:20]. (6) Given the product [NH:22]1[C:18]([C:15]2[CH:16]=[CH:17][C:12]([CH2:11][N:6]3[C:7]4[C:3](=[C:2]([F:1])[CH:10]=[CH:9][CH:8]=4)[C:4]([C:32]([NH:34][C@H:35]4[CH2:40][CH2:39][CH2:38][CH2:37][C@@H:36]4[OH:41])=[O:33])=[CH:5]3)=[CH:13][CH:14]=2)=[CH:19][CH:20]=[N:21]1, predict the reactants needed to synthesize it. The reactants are: [F:1][C:2]1[CH:10]=[CH:9][CH:8]=[C:7]2[C:3]=1[C:4]([C:32]([NH:34][C@H:35]1[CH2:40][CH2:39][CH2:38][CH2:37][C@@H:36]1[OH:41])=[O:33])=[CH:5][N:6]2[CH2:11][C:12]1[CH:17]=[CH:16][C:15]([C:18]2[N:22](CC3C=CC(OC)=CC=3)[N:21]=[CH:20][CH:19]=2)=[CH:14][CH:13]=1.C(O)(=O)C.